The task is: Predict the reactants needed to synthesize the given product.. This data is from Full USPTO retrosynthesis dataset with 1.9M reactions from patents (1976-2016). Given the product [CH3:1][O:2][C:3]1[CH:8]=[CH:7][C:6]([C:9]2([CH:18]3[CH2:23][CH2:22][N:21]([CH:24]([CH3:28])[CH2:25][CH2:26][NH:27][C:36]([C:35]4[C:30]([CH3:29])=[N:31][CH:32]=[N:33][C:34]=4[CH3:39])=[O:37])[CH2:20][CH2:19]3)[O:13][C:12]3[CH:14]=[CH:15][CH:16]=[CH:17][C:11]=3[O:10]2)=[CH:5][CH:4]=1, predict the reactants needed to synthesize it. The reactants are: [CH3:1][O:2][C:3]1[CH:8]=[CH:7][C:6]([C:9]2([CH:18]3[CH2:23][CH2:22][N:21]([CH:24]([CH3:28])[CH2:25][CH2:26][NH2:27])[CH2:20][CH2:19]3)[O:13][C:12]3[CH:14]=[CH:15][CH:16]=[CH:17][C:11]=3[O:10]2)=[CH:5][CH:4]=1.[CH3:29][C:30]1[C:35]([C:36](O)=[O:37])=[C:34]([CH3:39])[N:33]=[CH:32][N:31]=1.